From a dataset of Catalyst prediction with 721,799 reactions and 888 catalyst types from USPTO. Predict which catalyst facilitates the given reaction. (1) Reactant: [C:1]([C:3]1[CH:8]=[CH:7][C:6]([C:9]2[CH:10]=[N:11][N:12]([C:15]3[CH:23]=[CH:22][C:18]([C:19]([OH:21])=O)=[CH:17][N:16]=3)[C:13]=2[OH:14])=[CH:5][CH:4]=1)#[N:2].CCN=C=NCCCN(C)C.[CH:35]1[CH:40]=[C:39]2N=N[N:43](O)[C:38]2=CC=1.O.CCN(C(C)C)C(C)C.C[C@H]1C[C@@H]1N.Cl. Product: [C:1]([C:3]1[CH:4]=[CH:5][C:6]([C:9]2[CH:10]=[N:11][N:12]([C:15]3[CH:23]=[CH:22][C:18]([C:19]([NH:43][C@H:38]4[CH2:39][C@@H:40]4[CH3:35])=[O:21])=[CH:17][N:16]=3)[C:13]=2[OH:14])=[CH:7][CH:8]=1)#[N:2]. The catalyst class is: 18. (2) Reactant: [F:1][C:2]1[CH:7]=[CH:6][C:5]([C:8]2[O:9][C:10]([CH3:22])=[C:11]([CH2:13][O:14][CH:15]3[CH2:20][CH2:19][CH2:18][CH:17]([OH:21])[CH2:16]3)[N:12]=2)=[CH:4][CH:3]=1.[H-].[Na+].[CH2:25](Br)[CH:26]=[CH2:27].Cl. Product: [CH2:27]([O:21][CH:17]1[CH2:18][CH2:19][CH2:20][CH:15]([O:14][CH2:13][C:11]2[N:12]=[C:8]([C:5]3[CH:4]=[CH:3][C:2]([F:1])=[CH:7][CH:6]=3)[O:9][C:10]=2[CH3:22])[CH2:16]1)[CH:26]=[CH2:25]. The catalyst class is: 9. (3) Reactant: Br[C:2]1[CH:7]=[CH:6][C:5]([O:8][CH3:9])=[C:4]([N+:10]([O-])=O)[CH:3]=1.[N:13]1([CH:19]2[CH2:24][CH2:23][NH:22][CH2:21][CH2:20]2)[CH2:18][CH2:17][CH2:16][CH2:15][CH2:14]1.C(=O)([O-])[O-].[Cs+].[Cs+].C(P(C1C=CC=CC=1C1C=CC=CC=1)C(C)(C)C)(C)(C)C. Product: [N:13]1([CH:19]2[CH2:24][CH2:23][N:22]([C:2]3[CH:7]=[CH:6][C:5]([O:8][CH3:9])=[C:4]([CH:3]=3)[NH2:10])[CH2:21][CH2:20]2)[CH2:18][CH2:17][CH2:16][CH2:15][CH2:14]1. The catalyst class is: 160. (4) Reactant: [CH3:1][C:2]1[CH2:6][CH:5]=[C:4]([C:7]([CH3:10])([CH3:9])[CH3:8])[CH:3]=1.C(=O)=O.CO.CCCCCC.C([Li])CCC.CN1CCN(C)C1=O.[CH3:35][C:36]1[CH:50]=[CH:49][C:39]([C:40]([C:42]2[CH:47]=[CH:46][C:45]([CH3:48])=[CH:44][CH:43]=2)=O)=[CH:38][CH:37]=1.Cl. Product: [C:7]([C:4]1[CH:3]=[C:2]([CH3:1])[C:6](=[C:40]([C:42]2[CH:47]=[CH:46][C:45]([CH3:48])=[CH:44][CH:43]=2)[C:39]2[CH:49]=[CH:50][C:36]([CH3:35])=[CH:37][CH:38]=2)[CH:5]=1)([CH3:10])([CH3:9])[CH3:8]. The catalyst class is: 1. (5) Reactant: [CH3:1][O:2][C:3]1[CH:4]=[C:5]([C:12]([NH2:14])=O)[CH:6]=[C:7]([CH:11]=1)[C:8]([NH2:10])=O.N1C=CC=CC=1.FC(F)(F)C(OC(=O)C(F)(F)F)=O. Product: [CH3:1][O:2][C:3]1[CH:4]=[C:5]([C:12]#[N:14])[CH:6]=[C:7]([CH:11]=1)[C:8]#[N:10]. The catalyst class is: 4. (6) Reactant: [F:1][C:2]([F:18])([C:12]1[CH:17]=[CH:16][CH:15]=[CH:14][CH:13]=1)[C:3](=[O:11])[CH2:4]P(=O)(OC)OC.CC(C)([O-])C.[K+].[CH3:25][O:26][C:27]1[CH:41]=[CH:40][C:30]([CH2:31][N:32]2[C:36](=[O:37])[CH2:35][CH2:34][C@@H:33]2[CH:38]=O)=[CH:29][CH:28]=1. Product: [F:18][C:2]([F:1])([C:12]1[CH:13]=[CH:14][CH:15]=[CH:16][CH:17]=1)[C:3](=[O:11])/[CH:4]=[CH:38]/[C@@H:33]1[N:32]([CH2:31][C:30]2[CH:29]=[CH:28][C:27]([O:26][CH3:25])=[CH:41][CH:40]=2)[C:36](=[O:37])[CH2:35][CH2:34]1. The catalyst class is: 1. (7) Reactant: N1C=CC=CC=1.S(=O)(=O)=O.[O:11]1[CH2:16][CH2:15][CH:14]([O:17][C:18](=[O:46])[NH:19][C:20]2([C:26]([NH:28][C@@H:29]([CH:43]([CH3:45])[CH3:44])[CH:30]([OH:42])[C:31]([NH:33][C@H:34]3[CH2:40][CH2:39][CH2:38][CH2:37][NH:36][C:35]3=[O:41])=[O:32])=[O:27])[CH2:25][CH2:24][CH2:23][CH2:22][CH2:21]2)[CH2:13][CH2:12]1.C(N(CC)C(C)C)(C)C. Product: [O:11]1[CH2:16][CH2:15][CH:14]([O:17][C:18](=[O:46])[NH:19][C:20]2([C:26]([NH:28][C@@H:29]([CH:43]([CH3:44])[CH3:45])[C:30](=[O:42])[C:31]([NH:33][C@H:34]3[CH2:40][CH2:39][CH2:38][CH2:37][NH:36][C:35]3=[O:41])=[O:32])=[O:27])[CH2:21][CH2:22][CH2:23][CH2:24][CH2:25]2)[CH2:13][CH2:12]1. The catalyst class is: 633.